This data is from Reaction yield outcomes from USPTO patents with 853,638 reactions. The task is: Predict the reaction yield, written as a fraction of the theoretical maximum amount of product (1.0 means a 100% yield; for example, 0.34 means a 34% yield). (1) The reactants are [Cl:1][C:2]1[N:7]=[C:6]([C:8](OCC)=[O:9])[C:5]([NH:13][CH2:14][CH:15]2[CH2:18][O:17][CH2:16]2)=[CH:4][N:3]=1.[NH3:19]. No catalyst specified. The product is [Cl:1][C:2]1[N:7]=[C:6]([C:8]([NH2:19])=[O:9])[C:5]([NH:13][CH2:14][CH:15]2[CH2:18][O:17][CH2:16]2)=[CH:4][N:3]=1. The yield is 0.450. (2) The reactants are [CH2:1]([O:9][C:10]1[CH:15]=[CH:14][C:13]([CH2:16][C:17]([OH:19])=O)=[CH:12][CH:11]=1)[CH2:2][CH2:3][CH2:4][CH2:5][CH2:6][CH2:7][CH3:8].C(N1C=CN=C1)(N1C=CN=C1)=O.N1C=CN=C1.[H-].[Na+].[NH2:39][C:40]1[S:41][S:42][C:43](=[S:45])[N:44]=1. The catalyst is O1CCCC1.O. The product is [CH2:1]([O:9][C:10]1[CH:15]=[CH:14][C:13]([CH2:16][C:17]([NH:39][C:40]2[S:41][S:42][C:43](=[S:45])[N:44]=2)=[O:19])=[CH:12][CH:11]=1)[CH2:2][CH2:3][CH2:4][CH2:5][CH2:6][CH2:7][CH3:8]. The yield is 0.210. (3) The reactants are [Cl:1][C:2]1[CH:3]=[C:4]([C:10]2([C:32]([F:35])([F:34])[F:33])[O:14][N:13]=[C:12]([C:15]3[C:24]4[C:19](=[CH:20][CH:21]=[CH:22][CH:23]=4)[C:18]([C:25]([NH:27][CH2:28][CH2:29][S:30][CH3:31])=[O:26])=[CH:17][CH:16]=3)[CH2:11]2)[CH:5]=[C:6]([Cl:9])[C:7]=1[Cl:8].ClC1C=C(C2(C(F)(F)F)ON=C(C3C4C(=CC=CC=4)C(C(NCCS(C)(=[N:66][C:67](=[O:72])[C:68]([F:71])([F:70])[F:69])=O)=O)=CC=3)C2)C=C(Cl)C=1.FC(F)(F)C(N)=O.C(OI(C1C=CC=CC=1)OC(=O)C)(=O)C. The catalyst is ClCCl. The yield is 0.300. The product is [Cl:1][C:2]1[CH:3]=[C:4]([C:10]2([C:32]([F:33])([F:34])[F:35])[O:14][N:13]=[C:12]([C:15]3[C:24]4[C:19](=[CH:20][CH:21]=[CH:22][CH:23]=4)[C:18]([C:25]([NH:27][CH2:28][CH2:29][S:30]([CH3:31])=[N:66][C:67](=[O:72])[C:68]([F:71])([F:70])[F:69])=[O:26])=[CH:17][CH:16]=3)[CH2:11]2)[CH:5]=[C:6]([Cl:9])[C:7]=1[Cl:8]. (4) The reactants are Cl[C:2]([O:4][CH2:5][C:6]1[CH:11]=[CH:10][CH:9]=[CH:8][CH:7]=1)=[O:3].[Br:12][C:13]1[C:22]2[O:21][CH2:20][CH2:19][NH:18][C:17]=2[CH:16]=[C:15]([Cl:23])[CH:14]=1.[OH-].[Na+]. The catalyst is C(OCC)(=O)C. The product is [CH2:5]([O:4][C:2]([N:18]1[C:17]2[CH:16]=[C:15]([Cl:23])[CH:14]=[C:13]([Br:12])[C:22]=2[O:21][CH2:20][CH2:19]1)=[O:3])[C:6]1[CH:11]=[CH:10][CH:9]=[CH:8][CH:7]=1. The yield is 0.980. (5) The reactants are [N+:1]([C:4]1[CH:5]=[C:6]([CH:9]=[CH:10][CH:11]=1)[CH2:7]Br)([O-:3])=[O:2].[P:12]([O:19]CC)([O:16][CH2:17][CH3:18])[O:13][CH2:14][CH3:15]. No catalyst specified. The product is [CH2:14]([O:13][P:12]([CH2:7][C:6]1[CH:9]=[CH:10][CH:11]=[C:4]([N+:1]([O-:3])=[O:2])[CH:5]=1)(=[O:19])[O:16][CH2:17][CH3:18])[CH3:15]. The yield is 0.980.